Dataset: Forward reaction prediction with 1.9M reactions from USPTO patents (1976-2016). Task: Predict the product of the given reaction. The product is: [Cl:1][C:2]1[CH:8]=[CH:7][C:5]([NH:6][C:23](=[O:24])[C:22]2[CH:26]=[CH:27][C:19]([S:16]([CH3:15])(=[O:18])=[O:17])=[N:20][CH:21]=2)=[CH:4][C:3]=1[C:9]1[CH:14]=[CH:13][CH:12]=[CH:11][N:10]=1. Given the reactants [Cl:1][C:2]1[CH:8]=[CH:7][C:5]([NH2:6])=[CH:4][C:3]=1[C:9]1[CH:14]=[CH:13][CH:12]=[CH:11][N:10]=1.[CH3:15][S:16]([C:19]1[CH:27]=[CH:26][C:22]([C:23](O)=[O:24])=[CH:21][N:20]=1)(=[O:18])=[O:17], predict the reaction product.